This data is from Catalyst prediction with 721,799 reactions and 888 catalyst types from USPTO. The task is: Predict which catalyst facilitates the given reaction. Reactant: [CH3:1][O:2][C:3]1[CH:4]=[C:5]2[C:10](=[CH:11][CH:12]=1)[C:9](=O)[NH:8][CH2:7][CH2:6]2.C[Si](C)(C)[N-][Si](C)(C)C.[K+].Br[CH2:25][C:26]([O:28][CH2:29][CH3:30])=[O:27]. Product: [CH2:29]([O:28][C:26](=[O:27])[CH2:25][N:8]1[CH2:7][CH2:6][C:5]2[C:10](=[CH:11][CH:12]=[C:3]([O:2][CH3:1])[CH:4]=2)[CH2:9]1)[CH3:30]. The catalyst class is: 1.